This data is from Full USPTO retrosynthesis dataset with 1.9M reactions from patents (1976-2016). The task is: Predict the reactants needed to synthesize the given product. (1) Given the product [F:2][C:3]1[CH:11]=[C:10]2[C:6]([C:7]([C:21]3[CH:22]=[N:23][N:24]([CH:26]4[CH2:31][CH2:30][N:29]([C:32](=[O:35])[CH2:33][CH3:34])[CH2:28][CH2:27]4)[CH:25]=3)=[CH:8][N:9]2[S:12]([C:15]2[CH:16]=[CH:17][CH:18]=[CH:19][CH:20]=2)(=[O:13])=[O:14])=[CH:5][CH:4]=1, predict the reactants needed to synthesize it. The reactants are: Cl.[F:2][C:3]1[CH:11]=[C:10]2[C:6]([C:7]([C:21]3[CH:22]=[N:23][N:24]([CH:26]4[CH2:31][CH2:30][NH:29][CH2:28][CH2:27]4)[CH:25]=3)=[CH:8][N:9]2[S:12]([C:15]2[CH:20]=[CH:19][CH:18]=[CH:17][CH:16]=2)(=[O:14])=[O:13])=[CH:5][CH:4]=1.[C:32](Cl)(=[O:35])[CH2:33][CH3:34]. (2) Given the product [OH:14][C:11]([CH3:13])([CH3:12])[CH:10]([C:15]1[CH:20]=[CH:19][CH:18]=[CH:17][CH:16]=1)[S:7]([NH2:6])(=[O:8])=[O:9], predict the reactants needed to synthesize it. The reactants are: COC1C=C(OC)C=CC=1C[NH:6][S:7]([CH:10]([C:15]1[CH:20]=[CH:19][CH:18]=[CH:17][CH:16]=1)[C:11]([OH:14])([CH3:13])[CH3:12])(=[O:9])=[O:8].FC(F)(F)C(O)=O.C1(C)C=CC=CC=1. (3) Given the product [CH2:1]([O:4][N:5]([C@H:18]1[CH2:23][N:22]([C:24]([O:26][C:27]([CH3:29])([CH3:30])[CH3:28])=[O:25])[C@H:21]([CH2:31][OH:32])[C:20]([CH:40]2[CH2:41][CH2:42]2)=[CH:19]1)[S:6]([C:9]1[CH:14]=[CH:13][CH:12]=[CH:11][C:10]=1[N+:15]([O-:17])=[O:16])(=[O:8])=[O:7])[CH:2]=[CH2:3], predict the reactants needed to synthesize it. The reactants are: [CH2:1]([O:4][N:5]([C@H:18]1[CH2:23][N:22]([C:24]([O:26][C:27]([CH3:30])([CH3:29])[CH3:28])=[O:25])[C@H:21]([CH2:31][O:32][Si](C(C)(C)C)(C)C)[C:20]([CH:40]2[CH2:42][CH2:41]2)=[CH:19]1)[S:6]([C:9]1[CH:14]=[CH:13][CH:12]=[CH:11][C:10]=1[N+:15]([O-:17])=[O:16])(=[O:8])=[O:7])[CH:2]=[CH2:3].C(ON([C@H]1CN(C(OC(C)(C)C)=O)[C@H](CO)C=C1C)S(C1C=CC=CC=1[N+]([O-])=O)(=O)=O)C=C. (4) Given the product [C:1]1([CH2:7][O:8][C:9]2[CH:10]=[C:11]3[C:15](=[CH:16][CH:17]=2)[N:14]([S:18]([C:21]2[CH:26]=[CH:25][CH:24]=[CH:23][CH:22]=2)(=[O:20])=[O:19])[C:13]([CH:35]=[O:36])=[CH:12]3)[CH:2]=[CH:3][CH:4]=[CH:5][CH:6]=1, predict the reactants needed to synthesize it. The reactants are: [C:1]1([CH2:7][O:8][C:9]2[CH:10]=[C:11]3[C:15](=[CH:16][CH:17]=2)[N:14]([S:18]([C:21]2[CH:26]=[CH:25][CH:24]=[CH:23][CH:22]=2)(=[O:20])=[O:19])[CH:13]=[CH:12]3)[CH:6]=[CH:5][CH:4]=[CH:3][CH:2]=1.[Li]CCCC.CN([CH:35]=[O:36])C.[NH4+].[Cl-]. (5) Given the product [NH2:25][C:9]1[N:8]=[C:7]([O:6][CH:2]([CH3:1])[CH2:3][O:4][CH3:5])[N:15]=[C:14]2[C:10]=1[NH:11][C:12](=[O:23])[N:13]2[CH2:16][CH:17]1[CH2:22][CH2:21][CH2:20][O:19][CH2:18]1, predict the reactants needed to synthesize it. The reactants are: [CH3:1][CH:2]([O:6][C:7]1[N:15]=[C:14]2[C:10]([N:11]=[C:12]([O:23]C)[N:13]2[CH2:16][CH:17]2[CH2:22][CH2:21][CH2:20][O:19][CH2:18]2)=[C:9]([NH2:25])[N:8]=1)[CH2:3][O:4][CH3:5].Cl.[OH-].[Na+]. (6) Given the product [F:1][C:2]1[CH:3]=[CH:4][C:5]([CH3:41])=[C:6]([CH2:8][CH:9]([NH:11][C:12]2[CH:17]=[CH:16][NH:15][C:14](=[O:18])[C:13]=2[C:19]2[NH:40][C:22]3=[CH:23][C:24]4[CH2:25][N:26]([CH:32]5[CH2:37][CH2:36][N:35]([CH3:38])[CH2:34][CH2:33]5)[C:27](=[O:31])[C:28]=4[C:29]([CH3:30])=[C:21]3[N:20]=2)[CH3:10])[CH:7]=1, predict the reactants needed to synthesize it. The reactants are: [F:1][C:2]1[CH:3]=[CH:4][C:5]([CH3:41])=[C:6]([CH2:8][CH:9]([NH:11][C:12]2[CH:17]=[CH:16][NH:15][C:14](=[O:18])[C:13]=2[C:19]2[NH:40][C:22]3=[CH:23][C:24]4[C:25](=O)[N:26]([CH:32]5[CH2:37][CH2:36][N:35]([CH3:38])[CH2:34][CH2:33]5)[C:27](=[O:31])[C:28]=4[C:29]([CH3:30])=[C:21]3[N:20]=2)[CH3:10])[CH:7]=1. (7) Given the product [CH3:1][C:2]1[CH:11]=[C:10]([CH2:12][O:13][CH2:14][C:15]2([C:21]3[CH:26]=[CH:25][CH:24]=[CH:23][CH:22]=3)[CH2:16][CH2:17][N:18]([CH3:29])[CH2:19][CH2:20]2)[C:9]2[C:4](=[CH:5][CH:6]=[CH:7][CH:8]=2)[N:3]=1, predict the reactants needed to synthesize it. The reactants are: [CH3:1][C:2]1[CH:11]=[C:10]([CH2:12][O:13][CH2:14][C:15]2([C:21]3[CH:26]=[CH:25][CH:24]=[CH:23][CH:22]=3)[CH2:20][CH2:19][NH:18][CH2:17][CH2:16]2)[C:9]2[C:4](=[CH:5][CH:6]=[CH:7][CH:8]=2)[N:3]=1.C=O.[C:29](O[BH-](OC(=O)C)OC(=O)C)(=O)C.[Na+].